From a dataset of Reaction yield outcomes from USPTO patents with 853,638 reactions. Predict the reaction yield, written as a fraction of the theoretical maximum amount of product (1.0 means a 100% yield; for example, 0.34 means a 34% yield). (1) The reactants are [CH3:1][Si:2]([CH3:21])([CH3:20])[CH2:3][CH2:4][O:5][C:6]([NH:8][CH:9]([CH2:13][CH:14]1[CH2:17][C:16]([F:19])([F:18])[CH2:15]1)[C:10](O)=[O:11])=[O:7].CN1CCOCC1.ClC(OCC(C)C)=O.ClC([O-])=O.[BH4-].[Na+]. The catalyst is C1COCC1.O. The product is [F:19][C:16]1([F:18])[CH2:17][CH:14]([CH2:13][CH:9]([NH:8][C:6](=[O:7])[O:5][CH2:4][CH2:3][Si:2]([CH3:20])([CH3:1])[CH3:21])[CH2:10][OH:11])[CH2:15]1. The yield is 0.900. (2) The reactants are [CH2:1]([O:3][C:4]([C:6]1[NH:7][C:8]2[C:13]([C:14]=1[CH2:15][CH2:16][CH2:17][NH:18][C:19]([O:21][C:22]([CH3:25])([CH3:24])[CH3:23])=[O:20])=[CH:12][C:11]([O:26]CC1C=CC=CC=1)=[CH:10][CH:9]=2)=[O:5])[CH3:2].[H][H]. The catalyst is CN(C=O)C.CCO.[OH-].[OH-].[Pd+2]. The product is [CH2:1]([O:3][C:4]([C:6]1[NH:7][C:8]2[C:13]([C:14]=1[CH2:15][CH2:16][CH2:17][NH:18][C:19]([O:21][C:22]([CH3:25])([CH3:24])[CH3:23])=[O:20])=[CH:12][C:11]([OH:26])=[CH:10][CH:9]=2)=[O:5])[CH3:2]. The yield is 0.410.